Dataset: Catalyst prediction with 721,799 reactions and 888 catalyst types from USPTO. Task: Predict which catalyst facilitates the given reaction. (1) Reactant: [C:1]1([CH2:6][C@H:7]([NH:13][C:14](=[O:20])[O:15][C:16]([CH3:19])([CH3:18])[CH3:17])[C:8](=[O:12])[C:9]([CH3:11])=[CH2:10])[CH2:5][CH2:4][CH2:3][CH:2]=1.[OH2:21]. Product: [C:1]1([CH2:6][C@H:7]([NH:13][C:14](=[O:20])[O:15][C:16]([CH3:19])([CH3:18])[CH3:17])[C:8]([C@@:9]2([CH3:11])[CH2:10][O:21]2)=[O:12])[CH2:5][CH2:4][CH2:3][CH:2]=1. The catalyst class is: 3. (2) Reactant: [NH2:1][C@@H:2]1[CH2:11][C:10]2[C:5](=[CH:6][CH:7]=[CH:8][CH:9]=2)[CH2:4][C@H:3]1[OH:12].C(=O)(O)[O-].[Na+].Cl[C:19]([O:21][CH2:22][C:23]1[CH:28]=[CH:27][CH:26]=[CH:25][CH:24]=1)=[O:20]. Product: [CH2:22]([O:21][C:19]([NH:1][C@@H:2]1[CH2:11][C:10]2[C:5](=[CH:6][CH:7]=[CH:8][CH:9]=2)[CH2:4][C@H:3]1[OH:12])=[O:20])[C:23]1[CH:28]=[CH:27][CH:26]=[CH:25][CH:24]=1. The catalyst class is: 8. (3) Reactant: [C:1]([O:5][C@@H:6]([C:12]1[C:36]([CH3:37])=[CH:35][C:15]2[N:16]=[C:17]([C:19]3[CH:24]=[CH:23][N:22]=[C:21]([C:25]4[C:33]5[C:28](=[CH:29][CH:30]=[CH:31][CH:32]=5)[N:27]([CH3:34])[N:26]=4)[CH:20]=3)[S:18][C:14]=2[C:13]=1[C:38]1[CH:43]=[CH:42][C:41]([Cl:44])=[CH:40][CH:39]=1)[C:7]([O:9]CC)=[O:8])([CH3:4])([CH3:3])[CH3:2].[OH-].[Na+]. Product: [C:1]([O:5][C@@H:6]([C:12]1[C:36]([CH3:37])=[CH:35][C:15]2[N:16]=[C:17]([C:19]3[CH:24]=[CH:23][N:22]=[C:21]([C:25]4[C:33]5[C:28](=[CH:29][CH:30]=[CH:31][CH:32]=5)[N:27]([CH3:34])[N:26]=4)[CH:20]=3)[S:18][C:14]=2[C:13]=1[C:38]1[CH:43]=[CH:42][C:41]([Cl:44])=[CH:40][CH:39]=1)[C:7]([OH:9])=[O:8])([CH3:4])([CH3:2])[CH3:3]. The catalyst class is: 36. (4) Reactant: [C:1]([NH:8][C@@H:9]([C:12]([OH:14])=[O:13])[CH2:10][OH:11])([O:3][C:4]([CH3:7])([CH3:6])[CH3:5])=[O:2].C(NC(=NC(C)C)O[C:21]([CH3:24])([CH3:23])[CH3:22])(C)C. Product: [C:21]([O:11][CH2:10][C@H:9]([C:12]([OH:14])=[O:13])[NH:8][C:1]([O:3][C:4]([CH3:7])([CH3:6])[CH3:5])=[O:2])([CH3:24])([CH3:23])[CH3:22]. The catalyst class is: 2. (5) Reactant: [O:1]1[CH2:4][CH:3]([CH:5]2[C:14]3[C:9](=[CH:10][CH:11]=[CH:12][CH:13]=3)[NH:8][CH2:7][CH2:6]2)[CH2:2]1.I[CH2:16][C:17]([NH2:19])=[O:18].CCN(C(C)C)C(C)C.[OH-].[Na+]. Product: [O:1]1[CH2:4][CH:3]([CH:5]2[C:14]3[C:9](=[CH:10][CH:11]=[CH:12][CH:13]=3)[N:8]([CH2:16][C:17]([NH2:19])=[O:18])[CH2:7][CH2:6]2)[CH2:2]1. The catalyst class is: 3. (6) Reactant: Cl[CH:2]([CH:19]1[CH2:24][CH2:23][CH2:22][CH2:21][CH2:20]1)[C:3]1[CH:4]=[C:5]([C:11]2[CH:12]=[CH:13][C:14]([O:17][CH3:18])=[N:15][CH:16]=2)[O:6][C:7]=1[CH2:8][O:9][CH3:10].[NH2:25][C:26]1[CH:31]=[CH:30][C:29]([C:32]([NH:34][CH2:35][CH2:36][C:37]([O:39]CC)=[O:38])=[O:33])=[CH:28][CH:27]=1.C(=O)([O-])[O-].[Na+].[Na+].[I-].[Na+]. Product: [CH:19]1([CH:2]([NH:25][C:26]2[CH:27]=[CH:28][C:29]([C:32]([NH:34][CH2:35][CH2:36][C:37]([OH:39])=[O:38])=[O:33])=[CH:30][CH:31]=2)[C:3]2[CH:4]=[C:5]([C:11]3[CH:16]=[N:15][C:14]([O:17][CH3:18])=[CH:13][CH:12]=3)[O:6][C:7]=2[CH2:8][O:9][CH3:10])[CH2:24][CH2:23][CH2:22][CH2:21][CH2:20]1. The catalyst class is: 395. (7) Reactant: Cl[C:2]1[C:7]([CH:8]=[O:9])=[C:6]([Cl:10])[N:5]=[C:4]([S:11][CH3:12])[N:3]=1.[CH:13]1([NH2:19])[CH2:18][CH2:17][CH2:16][CH2:15][CH2:14]1. Product: [Cl:10][C:6]1[C:7]([CH:8]=[O:9])=[C:2]([NH:19][CH:13]2[CH2:18][CH2:17][CH2:16][CH2:15][CH2:14]2)[N:3]=[C:4]([S:11][CH3:12])[N:5]=1. The catalyst class is: 47. (8) The catalyst class is: 7. Reactant: O.[F-].C([N+](C)(C)C)C1C=CC=CC=1.[CH2:14]([C:18]1([N:43]([CH3:45])[CH3:44])[CH2:23][CH2:22][CH:21]([CH2:24][O:25][CH2:26][C:27]2[C:31]3[CH:32]=[N:33][CH:34]=[CH:35][C:30]=3[NH:29][C:28]=2[Si](CC)(CC)CC)[CH2:20][CH2:19]1)[CH2:15][CH2:16][CH3:17]. Product: [NH:29]1[C:30]2[CH:35]=[CH:34][N:33]=[CH:32][C:31]=2[C:27]([CH2:26][O:25][CH2:24][CH:21]2[CH2:20][CH2:19][C:18]([CH2:14][CH2:15][CH2:16][CH3:17])([N:43]([CH3:45])[CH3:44])[CH2:23][CH2:22]2)=[CH:28]1. (9) Reactant: Br[C:2]1[CH:3]=[CH:4][C:5]2[C:6]3[C:7]([CH2:37][CH2:38][CH2:39][CH2:40][CH2:41][CH2:42][CH2:43][CH2:44][CH2:45][CH2:46][CH2:47][CH3:48])=[C:8]4[C:34](=[O:35])[C:33]5[C:28](=[CH:29][CH:30]=[C:31](Br)[CH:32]=5)[C:9]4=[C:10]([CH2:16][CH2:17][CH2:18][CH2:19][CH2:20][CH2:21][CH2:22][CH2:23][CH2:24][CH2:25][CH2:26][CH3:27])[C:11]=3[C:12](=[O:15])[C:13]=2[CH:14]=1.C([Sn](CCCC)(CCCC)[C:54]1[S:55][CH:56]=[CH:57][CH:58]=1)CCC. Product: [S:55]1[CH:56]=[CH:57][CH:58]=[C:54]1[C:31]1[CH:30]=[CH:29][C:28]2[C:9]3[C:10]([CH2:16][CH2:17][CH2:18][CH2:19][CH2:20][CH2:21][CH2:22][CH2:23][CH2:24][CH2:25][CH2:26][CH3:27])=[C:11]4[C:12](=[O:15])[C:13]5[C:5](=[CH:4][CH:3]=[C:2]([C:54]6[S:55][CH:56]=[CH:57][CH:58]=6)[CH:14]=5)[C:6]4=[C:7]([CH2:37][CH2:38][CH2:39][CH2:40][CH2:41][CH2:42][CH2:43][CH2:44][CH2:45][CH2:46][CH2:47][CH3:48])[C:8]=3[C:34](=[O:35])[C:33]=2[CH:32]=1. The catalyst class is: 109. (10) Reactant: [CH3:1][CH2:2][C:3]1[CH:8]=[CH:7][C:6]([N:9]2[C:14](=[O:15])[C:13]3[S:16][C:17]4[C:22]([C:12]=3[N:11]=[CH:10]2)=[C:21]([N:23]([CH3:25])[CH3:24])[CH:20]=[CH:19][N:18]=4)=[CH:5][CH:4]=1.[OH:26]O. Product: [CH3:24][N:23]([CH3:25])[C:21]1[CH:20]=[CH:19][N+:18]([O-:26])=[C:17]2[S:16][C:13]3[C:14](=[O:15])[N:9]([C:6]4[CH:5]=[CH:4][C:3]([CH2:2][CH3:1])=[CH:8][CH:7]=4)[CH:10]=[N:11][C:12]=3[C:22]=12. The catalyst class is: 177.